Task: Regression. Given two drug SMILES strings and cell line genomic features, predict the synergy score measuring deviation from expected non-interaction effect.. Dataset: NCI-60 drug combinations with 297,098 pairs across 59 cell lines (1) Drug 1: CC1=C2C(C(=O)C3(C(CC4C(C3C(C(C2(C)C)(CC1OC(=O)C(C(C5=CC=CC=C5)NC(=O)OC(C)(C)C)O)O)OC(=O)C6=CC=CC=C6)(CO4)OC(=O)C)OC)C)OC. Drug 2: CN(CCCl)CCCl.Cl. Cell line: SR. Synergy scores: CSS=67.4, Synergy_ZIP=-3.35, Synergy_Bliss=-8.54, Synergy_Loewe=-9.83, Synergy_HSA=-6.97. (2) Drug 1: C1=NC2=C(N=C(N=C2N1C3C(C(C(O3)CO)O)O)F)N. Drug 2: CCN(CC)CCCC(C)NC1=C2C=C(C=CC2=NC3=C1C=CC(=C3)Cl)OC. Cell line: 786-0. Synergy scores: CSS=-3.57, Synergy_ZIP=-3.65, Synergy_Bliss=-2.91, Synergy_Loewe=-21.0, Synergy_HSA=-7.33. (3) Drug 1: CN(C)C1=NC(=NC(=N1)N(C)C)N(C)C. Drug 2: CC1=C(N=C(N=C1N)C(CC(=O)N)NCC(C(=O)N)N)C(=O)NC(C(C2=CN=CN2)OC3C(C(C(C(O3)CO)O)O)OC4C(C(C(C(O4)CO)O)OC(=O)N)O)C(=O)NC(C)C(C(C)C(=O)NC(C(C)O)C(=O)NCCC5=NC(=CS5)C6=NC(=CS6)C(=O)NCCC[S+](C)C)O. Cell line: HOP-62. Synergy scores: CSS=14.0, Synergy_ZIP=-8.31, Synergy_Bliss=-0.112, Synergy_Loewe=-33.9, Synergy_HSA=-5.69.